Dataset: Full USPTO retrosynthesis dataset with 1.9M reactions from patents (1976-2016). Task: Predict the reactants needed to synthesize the given product. (1) Given the product [CH:27]([O:30][C:31]([N:6]1[CH2:5][C@H:4]([CH3:8])[N:3]([C:9]2[O:10][C:11]3[C:12](=[C:14]([C:18]([O-:20])=[O:19])[CH:15]=[CH:16][CH:17]=3)[N:13]=2)[C@@H:2]([CH3:1])[CH2:7]1)=[O:32])([CH3:29])[CH3:28].[Li+:21], predict the reactants needed to synthesize it. The reactants are: [CH3:1][C@H:2]1[CH2:7][NH:6][CH2:5][C@H:4]([CH3:8])[N:3]1[C:9]1[O:10][C:11]2[C:12](=[C:14]([C:18]([O-:20])=[O:19])[CH:15]=[CH:16][CH:17]=2)[N:13]=1.[Li+:21].C([O-])(O)=O.[Na+].[CH:27]([O:30][C:31](Cl)=[O:32])([CH3:29])[CH3:28].Cl. (2) Given the product [O:21]1[C:25]2[CH:26]=[CH:27][C:28]([NH:30][C:2]3[CH:7]=[CH:6][N:5]=[C:4]([C:8]4[N:12]5[CH:13]=[CH:14][CH:15]=[CH:16][C:11]5=[N:10][C:9]=4[C:17]([F:20])([F:19])[F:18])[N:3]=3)=[CH:29][C:24]=2[O:23][CH2:22]1, predict the reactants needed to synthesize it. The reactants are: Cl[C:2]1[CH:7]=[CH:6][N:5]=[C:4]([C:8]2[N:12]3[CH:13]=[CH:14][CH:15]=[CH:16][C:11]3=[N:10][C:9]=2[C:17]([F:20])([F:19])[F:18])[N:3]=1.[O:21]1[C:25]2[CH:26]=[CH:27][C:28]([NH2:30])=[CH:29][C:24]=2[O:23][CH2:22]1.CC([O-])(C)C.[K+]. (3) Given the product [Br:1][C:2]1[CH:11]=[CH:10][C:5]2[N:6]([C:12](=[S:13])[NH2:14])[CH2:7][CH2:8][O:9][C:4]=2[CH:3]=1, predict the reactants needed to synthesize it. The reactants are: [Br:1][C:2]1[CH:11]=[CH:10][C:5]2[NH:6][CH2:7][CH2:8][O:9][C:4]=2[CH:3]=1.[C:12](N1C=CN=C1)([N:14]1C=CN=C1)=[S:13].N. (4) Given the product [CH3:22][N:21]([CH2:20][C:16]1[CH:15]=[C:14]([N:9]2[CH:10]=[CH:11][C:12](=[O:13])[C:7]([C:5]3[N:32]([C:27]4[CH:28]=[CH:29][CH:30]=[CH:31][C:26]=4[F:25])[N:2]=[CH:3][CH:4]=3)=[N:8]2)[CH:19]=[CH:18][CH:17]=1)[CH3:23], predict the reactants needed to synthesize it. The reactants are: C[N:2](C)/[CH:3]=[CH:4]/[C:5]([C:7]1[C:12](=[O:13])[CH:11]=[CH:10][N:9]([C:14]2[CH:19]=[CH:18][CH:17]=[C:16]([CH2:20][N:21]([CH3:23])[CH3:22])[CH:15]=2)[N:8]=1)=O.[F:25][C:26]1[CH:31]=[CH:30][CH:29]=[CH:28][C:27]=1[NH:32]N. (5) The reactants are: [CH3:1][C@@H:2]1[CH:7]=[CH:6][CH2:5][C:4]([CH3:9])([CH3:8])[C@H:3]1[C:10](=[O:12])[CH3:11].B(F)(F)F. Given the product [CH3:1][CH:2]1[CH:7]=[CH:6][CH2:5][C:4]([CH3:8])([CH3:9])[CH:3]1[C:10](=[O:12])[CH3:11], predict the reactants needed to synthesize it.